The task is: Regression/Classification. Given a drug SMILES string, predict its absorption, distribution, metabolism, or excretion properties. Task type varies by dataset: regression for continuous measurements (e.g., permeability, clearance, half-life) or binary classification for categorical outcomes (e.g., BBB penetration, CYP inhibition). Dataset: rlm.. This data is from Rat liver microsome stability data. The molecule is COc1cccc(C(=O)Nc2ccc3oc(-c4ccc5ccccc5c4)nc3c2)c1. The result is 1 (stable in rat liver microsomes).